Dataset: Forward reaction prediction with 1.9M reactions from USPTO patents (1976-2016). Task: Predict the product of the given reaction. (1) Given the reactants [ClH:1].[CH3:2][C:3]1[CH:8]=[C:7]([C:9]([F:12])([F:11])[F:10])[CH:6]=[CH:5][C:4]=1[C:13]1[CH:14]=[C:15]([CH:20]=[CH:21][N:22]=1)[C:16]([O:18][CH3:19])=[O:17], predict the reaction product. The product is: [ClH:1].[CH3:2][C:3]1[CH:8]=[C:7]([C:9]([F:10])([F:11])[F:12])[CH:6]=[CH:5][C:4]=1[CH:13]1[CH2:14][CH:15]([C:16]([O:18][CH3:19])=[O:17])[CH2:20][CH2:21][NH:22]1. (2) Given the reactants [Cl:1][C:2]1[CH:7]=[C:6]([F:8])[CH:5]=[CH:4][C:3]=1[N:9]1[C:17](=[O:18])[C:16]2[C@H:15]3[C:19]([CH3:21])([CH3:20])[C@:12]([CH3:22])([CH2:13][CH2:14]3)[C:11]=2[NH:10]1.[CH2:23](Br)[C:24]1[CH:29]=[CH:28][CH:27]=[CH:26][CH:25]=1, predict the reaction product. The product is: [CH2:23]([N:10]1[C:11]2[C@:12]3([CH3:22])[C:19]([CH3:21])([CH3:20])[C@@H:15]([CH2:14][CH2:13]3)[C:16]=2[C:17](=[O:18])[N:9]1[C:3]1[CH:4]=[CH:5][C:6]([F:8])=[CH:7][C:2]=1[Cl:1])[C:24]1[CH:29]=[CH:28][CH:27]=[CH:26][CH:25]=1.